From a dataset of NCI-60 drug combinations with 297,098 pairs across 59 cell lines. Regression. Given two drug SMILES strings and cell line genomic features, predict the synergy score measuring deviation from expected non-interaction effect. (1) Drug 1: CC12CCC(CC1=CCC3C2CCC4(C3CC=C4C5=CN=CC=C5)C)O. Drug 2: CC12CCC3C(C1CCC2=O)CC(=C)C4=CC(=O)C=CC34C. Cell line: OVCAR-4. Synergy scores: CSS=46.7, Synergy_ZIP=-0.432, Synergy_Bliss=-5.36, Synergy_Loewe=-4.31, Synergy_HSA=-4.60. (2) Drug 1: CCCS(=O)(=O)NC1=C(C(=C(C=C1)F)C(=O)C2=CNC3=C2C=C(C=N3)C4=CC=C(C=C4)Cl)F. Cell line: NCI/ADR-RES. Drug 2: C1=NC2=C(N1)C(=S)N=CN2. Synergy scores: CSS=15.2, Synergy_ZIP=-8.81, Synergy_Bliss=-11.1, Synergy_Loewe=-29.5, Synergy_HSA=-11.8.